Predict which catalyst facilitates the given reaction. From a dataset of Catalyst prediction with 721,799 reactions and 888 catalyst types from USPTO. Reactant: [CH2:1]([NH:5][C:6]1[N:14]=[C:13]2[C:9]([N:10]=[C:11]([O:24]C)[N:12]2[CH2:15][CH2:16][CH2:17][CH2:18][CH:19]2[CH2:23][CH2:22][CH2:21][O:20]2)=[C:8]([NH2:26])[N:7]=1)[CH2:2][CH2:3][CH3:4].Cl.O1CCOCC1. Product: [NH2:26][C:8]1[N:7]=[C:6]([NH:5][CH2:1][CH2:2][CH2:3][CH3:4])[N:14]=[C:13]2[C:9]=1[NH:10][C:11](=[O:24])[N:12]2[CH2:15][CH2:16][CH2:17][CH2:18][CH:19]1[CH2:23][CH2:22][CH2:21][O:20]1. The catalyst class is: 5.